From a dataset of Catalyst prediction with 721,799 reactions and 888 catalyst types from USPTO. Predict which catalyst facilitates the given reaction. (1) Reactant: [F:1][C:2]([F:46])([F:45])[C:3]1[CH:4]=[C:5]([C@H:13]([O:15][C@H:16]2[CH2:21][CH2:20][N:19]([C:22]([C@H:24]3[CH2:29][CH2:28][C@H:27]([NH:30]C(=O)OC(C)(C)C)[CH2:26][CH2:25]3)=[O:23])[CH2:18][C@@H:17]2[C:38]2[CH:43]=[CH:42][C:41]([F:44])=[CH:40][CH:39]=2)[CH3:14])[CH:6]=[C:7]([C:9]([F:12])([F:11])[F:10])[CH:8]=1.Cl. Product: [F:12][C:9]([F:10])([F:11])[C:7]1[CH:6]=[C:5]([C@H:13]([O:15][C@H:16]2[CH2:21][CH2:20][N:19]([C:22]([C@H:24]3[CH2:29][CH2:28][C@H:27]([NH2:30])[CH2:26][CH2:25]3)=[O:23])[CH2:18][C@@H:17]2[C:38]2[CH:43]=[CH:42][C:41]([F:44])=[CH:40][CH:39]=2)[CH3:14])[CH:4]=[C:3]([C:2]([F:46])([F:1])[F:45])[CH:8]=1. The catalyst class is: 25. (2) Reactant: [CH3:1][N:2]([CH3:34])[CH2:3][CH2:4][N:5]1[C:9]2[CH:10]=[CH:11][C:12]([S:14]([C@H:17]3[CH2:21][CH2:20][N:19](C(OC(C)(C)C)=O)[CH2:18]3)(=[O:16])=[O:15])=[CH:13][C:8]=2[N:7]=[C:6]1[CH2:29][C:30]([CH3:33])([CH3:32])[CH3:31].Cl[Si](C)(C)C. Product: [CH3:1][N:2]([CH3:34])[CH2:3][CH2:4][N:5]1[C:9]2[CH:10]=[CH:11][C:12]([S:14]([C@H:17]3[CH2:21][CH2:20][NH:19][CH2:18]3)(=[O:15])=[O:16])=[CH:13][C:8]=2[N:7]=[C:6]1[CH2:29][C:30]([CH3:32])([CH3:31])[CH3:33]. The catalyst class is: 5. (3) Reactant: Cl[C:2]1[CH:7]=[C:6]([NH:8][C:9]2[C:10]([C:15]([NH:17][CH3:18])=[O:16])=[N:11][CH:12]=[CH:13][CH:14]=2)[C:5]([C:19]([F:22])([F:21])[F:20])=[CH:4][N:3]=1.[NH2:23][C:24]1[CH:25]=[C:26]2[C:30](=[CH:31][CH:32]=1)[NH:29][C:28](=[O:33])[CH2:27]2.CCCCO.Cl. Product: [CH3:18][NH:17][C:15](=[O:16])[C:10]1[C:9]([NH:8][C:6]2[C:5]([C:19]([F:22])([F:21])[F:20])=[CH:4][N:3]=[C:2]([NH:23][C:24]3[CH:25]=[C:26]4[C:30](=[CH:31][CH:32]=3)[NH:29][C:28](=[O:33])[CH2:27]4)[CH:7]=2)=[CH:14][CH:13]=[CH:12][N:11]=1. The catalyst class is: 25. (4) Reactant: [F:1][C:2]1[CH:3]=[C:4]([O:18][CH2:19][C@@H:20]([NH:22][C:23](=[O:29])[O:24][C:25]([CH3:28])([CH3:27])[CH3:26])[CH3:21])[CH:5]=[N:6][C:7]=1[C:8]1[O:9][C:10]2[CH:16]=[C:15]([OH:17])[CH:14]=[CH:13][C:11]=2[N:12]=1.CS(O[CH2:35][CH:36]1[CH2:39][C:38]([F:41])([F:40])[CH2:37]1)(=O)=O.C(=O)([O-])[O-].[K+].[K+].CN(C=O)C. Product: [F:40][C:38]1([F:41])[CH2:39][CH:36]([CH2:35][O:17][C:15]2[CH:14]=[CH:13][C:11]3[N:12]=[C:8]([C:7]4[N:6]=[CH:5][C:4]([O:18][CH2:19][C@@H:20]([NH:22][C:23](=[O:29])[O:24][C:25]([CH3:28])([CH3:27])[CH3:26])[CH3:21])=[CH:3][C:2]=4[F:1])[O:9][C:10]=3[CH:16]=2)[CH2:37]1. The catalyst class is: 6. (5) Reactant: [CH3:1][O:2][C:3]1[CH:4]=[C:5]([C:9]([CH3:14])([CH3:13])C(O)=O)[CH:6]=[CH:7][CH:8]=1.CC[N:17]([CH2:20]C)CC.C1(P(N=[N+]=[N-])(C2C=CC=CC=2)=[O:29])C=CC=CC=1.[CH2:39]([OH:46])[C:40]1[CH:45]=[CH:44][CH:43]=[CH:42][CH:41]=1. Product: [CH2:39]([O:46][C:20](=[O:29])[NH:17][C:9]([C:5]1[CH:6]=[CH:7][CH:8]=[C:3]([O:2][CH3:1])[CH:4]=1)([CH3:13])[CH3:14])[C:40]1[CH:45]=[CH:44][CH:43]=[CH:42][CH:41]=1. The catalyst class is: 11. (6) Reactant: C(OC(=O)[NH:7][C:8]1[CH:13]=[C:12]([C:14]([F:17])([F:16])[F:15])[CH:11]=[C:10]([NH:18][C:19](=[O:51])[CH2:20][C:21](=[O:50])[NH:22][C@@H:23]([CH2:29][N:30]([C:40]([O:42][CH2:43][C:44]2[CH:49]=[CH:48][CH:47]=[CH:46][CH:45]=2)=[O:41])[CH2:31][C:32]2[CH:37]=[CH:36][C:35]([CH3:38])=[CH:34][C:33]=2[CH3:39])[C@@H:24]([OH:28])[CH2:25][CH2:26][CH3:27])[CH:9]=1)(C)(C)C.C(O)(C(F)(F)F)=O. Product: [CH2:43]([O:42][C:40](=[O:41])[N:30]([CH2:29][C@H:23]([NH:22][C:21](=[O:50])[CH2:20][C:19](=[O:51])[NH:18][C:10]1[CH:11]=[C:12]([C:14]([F:15])([F:16])[F:17])[CH:13]=[C:8]([NH2:7])[CH:9]=1)[C@@H:24]([OH:28])[CH2:25][CH2:26][CH3:27])[CH2:31][C:32]1[CH:37]=[CH:36][C:35]([CH3:38])=[CH:34][C:33]=1[CH3:39])[C:44]1[CH:49]=[CH:48][CH:47]=[CH:46][CH:45]=1. The catalyst class is: 2. (7) Reactant: [Cl:1][C:2]1[C:3]([CH3:18])=[C:4]([NH:10][C@H:11]([C@H:15]([OH:17])[CH3:16])[C:12]([OH:14])=O)[CH:5]=[CH:6][C:7]=1[C:8]#[N:9].[N+:19]([C:22]1[CH:31]=[CH:30][C:25]([C:26]([NH:28][NH2:29])=[O:27])=[CH:24][CH:23]=1)([O-:21])=[O:20].O.ON1C2C=CC=CC=2N=N1.Cl.CN(C)CCCN=C=NCC.C(N(CC)CC)C. Product: [Cl:1][C:2]1[C:3]([CH3:18])=[C:4]([NH:10][C@H:11]([C@H:15]([OH:17])[CH3:16])[C:12]([NH:29][NH:28][C:26](=[O:27])[C:25]2[CH:24]=[CH:23][C:22]([N+:19]([O-:21])=[O:20])=[CH:31][CH:30]=2)=[O:14])[CH:5]=[CH:6][C:7]=1[C:8]#[N:9]. The catalyst class is: 1. (8) The catalyst class is: 2. Reactant: [CH2:1]([O:8][C:9]([NH:11][C@H:12]1[CH2:16][CH2:15][N:14]([C@H:17]2[CH2:22][CH2:21][CH:20]([NH:23][C:24]([CH3:27])([CH3:26])[CH3:25])[CH2:19][C@H:18]2[C:28]([O:30][CH3:31])=[O:29])[C:13]1=[O:32])=[O:10])[C:2]1[CH:7]=[CH:6][CH:5]=[CH:4][CH:3]=1.C=O.[BH-](OC(C)=O)(OC(C)=O)O[C:37](C)=O.[Na+]. Product: [CH2:1]([O:8][C:9]([NH:11][C@H:12]1[CH2:16][CH2:15][N:14]([C@H:17]2[CH2:22][CH2:21][C@@H:20]([N:23]([C:24]([CH3:27])([CH3:26])[CH3:25])[CH3:37])[CH2:19][C@H:18]2[C:28]([O:30][CH3:31])=[O:29])[C:13]1=[O:32])=[O:10])[C:2]1[CH:7]=[CH:6][CH:5]=[CH:4][CH:3]=1.